Dataset: Forward reaction prediction with 1.9M reactions from USPTO patents (1976-2016). Task: Predict the product of the given reaction. (1) Given the reactants [CH2:1]([C:3]1[S:28][C:6]2[N:7]([CH2:13][C:14]3[CH:19]=[CH:18][C:17]([C:20]4[C:21]([C:26]#[N:27])=[CH:22][CH:23]=[CH:24][CH:25]=4)=[CH:16][CH:15]=3)[C:8](=[O:12])[NH:9][C:10](=[O:11])[C:5]=2[CH:4]=1)[CH3:2].Br[CH2:30][C:31]([C:33]1[CH:38]=[CH:37][C:36]([O:39][CH2:40][CH3:41])=[CH:35][CH:34]=1)=[O:32].[H-].[Na+].[Cl-].O[NH3+:46].[C:47](=[O:50])([O-])[OH:48].[Na+], predict the reaction product. The product is: [CH2:40]([O:39][C:36]1[CH:37]=[CH:38][C:33]([C:31](=[O:32])[CH2:30][N:9]2[C:10](=[O:11])[C:5]3[CH:4]=[C:3]([CH2:1][CH3:2])[S:28][C:6]=3[N:7]([CH2:13][C:14]3[CH:19]=[CH:18][C:17]([C:20]4[CH:25]=[CH:24][CH:23]=[CH:22][C:21]=4[C:26]4[NH:46][C:47](=[O:50])[O:48][N:27]=4)=[CH:16][CH:15]=3)[C:8]2=[O:12])=[CH:34][CH:35]=1)[CH3:41]. (2) Given the reactants [N:1]1[CH:6]=[CH:5][CH:4]=[CH:3][C:2]=1/[CH:7]=[CH:8]/[C:9]([O:11][CH2:12][CH3:13])=[O:10].C(OCC)(=O)C, predict the reaction product. The product is: [N:1]1[CH:6]=[CH:5][CH:4]=[CH:3][C:2]=1[CH2:7][CH2:8][C:9]([O:11][CH2:12][CH3:13])=[O:10]. (3) Given the reactants [CH3:1][O:2][C:3]1[CH:4]=[C:5]([NH:13][C:14]2[CH:19]=[N:18][CH:17]=[C:16](Cl)[N:15]=2)[CH:6]=[C:7]([O:11][CH3:12])[C:8]=1[O:9][CH3:10].[NH2:21][C:22]1[CH:27]=[CH:26][N:25]=[CH:24][CH:23]=1, predict the reaction product. The product is: [N:25]1[CH:26]=[CH:27][C:22]([NH:21][C:16]2[CH:17]=[N:18][CH:19]=[C:14]([NH:13][C:5]3[CH:4]=[C:3]([O:2][CH3:1])[C:8]([O:9][CH3:10])=[C:7]([O:11][CH3:12])[CH:6]=3)[N:15]=2)=[CH:23][CH:24]=1. (4) Given the reactants C1N=CN([C:6](N2C=NC=C2)=[O:7])C=1.[CH:13]1([NH:16][C:17]2[CH:22]=[CH:21][N:20]=[CH:19][C:18]=2[NH2:23])[CH2:15][CH2:14]1, predict the reaction product. The product is: [CH:13]1([N:16]2[C:17]3[CH:22]=[CH:21][N:20]=[CH:19][C:18]=3[NH:23][C:6]2=[O:7])[CH2:15][CH2:14]1. (5) Given the reactants [C:1]1(CNCCCCNC[C:1]2[C:14]3[C:5](=[N:6][C:7]4[C:12]([CH:13]=3)=[CH:11][CH:10]=[CH:9][CH:8]=4)[CH:4]=[CH:3][CH:2]=2)[C:14]2[C:5](=[N:6][C:7]3[C:12]([CH:13]=2)=[CH:11][CH:10]=[CH:9][CH:8]=3)[CH:4]=[CH:3][CH:2]=1.C(=O)([O-])[O-].[K+].[K+], predict the reaction product. The product is: [CH:1]1[C:14]2[C:5](=[N:6][C:7]3[C:12]([CH:13]=2)=[CH:11][CH:10]=[CH:9][CH:8]=3)[CH:4]=[CH:3][CH:2]=1. (6) Given the reactants [CH3:1][O:2][C:3](=[O:19])[C:4]1[CH:9]=[CH:8][CH:7]=[C:6]([CH2:10][N:11]2[C:16](=[O:17])[CH:15]=[CH:14][C:13](Cl)=[N:12]2)[CH:5]=1.CC1(C)C(C)(C)OB([C:28]2[CH:29]=[CH:30][C:31]([CH2:34][OH:35])=[N:32][CH:33]=2)O1.C([O-])([O-])=O.[Na+].[Na+], predict the reaction product. The product is: [CH3:1][O:2][C:3](=[O:19])[C:4]1[CH:9]=[CH:8][CH:7]=[C:6]([CH2:10][N:11]2[C:16](=[O:17])[CH:15]=[CH:14][C:13]([C:28]3[CH:33]=[N:32][C:31]([CH2:34][OH:35])=[CH:30][CH:29]=3)=[N:12]2)[CH:5]=1.